Dataset: Catalyst prediction with 721,799 reactions and 888 catalyst types from USPTO. Task: Predict which catalyst facilitates the given reaction. (1) Reactant: C(N(CC)CC)C.[CH:8]([C:10]1[C:18]2[C:13](=[CH:14][CH:15]=[CH:16][CH:17]=2)[N:12](C(OC(C)(C)C)=O)[CH:11]=1)=[O:9].[CH3:26][O:27][C:28]1[CH:29]=[C:30]([CH:39]=[CH:40][CH:41]=1)[N:31]=[CH:32][C:33]1[CH:34]=[N:35][CH:36]=[N:37][CH:38]=1. Product: [NH:12]1[C:13]2[C:18](=[CH:17][CH:16]=[CH:15][CH:14]=2)[C:10]([C:8](=[O:9])[CH:32]([NH:31][C:30]2[CH:39]=[CH:40][CH:41]=[C:28]([O:27][CH3:26])[CH:29]=2)[C:33]2[CH:34]=[N:35][CH:36]=[N:37][CH:38]=2)=[CH:11]1. The catalyst class is: 433. (2) Reactant: [F:1][C:2]([F:11])([F:10])[C:3]1[CH:8]=[CH:7][C:6]([OH:9])=[CH:5][CH:4]=1.C([O-])([O-])=O.[Cs+].[Cs+].Br[CH:19]([CH3:25])[C:20]([O:22][CH2:23][CH3:24])=[O:21]. Product: [CH2:23]([O:22][C:20](=[O:21])[CH:19]([O:9][C:6]1[CH:5]=[CH:4][C:3]([C:2]([F:10])([F:11])[F:1])=[CH:8][CH:7]=1)[CH3:25])[CH3:24]. The catalyst class is: 3. (3) Reactant: C(O[CH:4]=[CH:5][C:6](=O)[C:7]([F:10])([F:9])[F:8])C.C([O-])(=O)C.[Na+].C(O)C.Cl.[C:21]([NH:25][NH2:26])([CH3:24])([CH3:23])[CH3:22]. Product: [C:21]([N:25]1[CH:4]=[CH:5][C:6]([C:7]([F:8])([F:9])[F:10])=[N:26]1)([CH3:24])([CH3:23])[CH3:22]. The catalyst class is: 6. (4) Reactant: Cl[C:2]1[N:7]=[C:6]([NH:8][CH2:9][C:10]2[CH:15]=[CH:14][CH:13]=[C:12]([O:16][CH3:17])[CH:11]=2)[C:5]([Cl:18])=[CH:4][N:3]=1.[NH2:19][C:20]1[CH:21]=[C:22]([CH:25]=[CH:26][CH:27]=1)[CH2:23][OH:24].O.C1(C)C=CC(S(O)(=O)=O)=CC=1. Product: [Cl:18][C:5]1[C:6]([NH:8][CH2:9][C:10]2[CH:15]=[CH:14][CH:13]=[C:12]([O:16][CH3:17])[CH:11]=2)=[N:7][C:2]([NH:19][C:20]2[CH:21]=[C:22]([CH2:23][OH:24])[CH:25]=[CH:26][CH:27]=2)=[N:3][CH:4]=1. The catalyst class is: 12. (5) Reactant: [I-:1].[CH3:2][N+:3]1[C:8]2[CH:9]=[CH:10][S:11][C:7]=2[C:6](SC)=[N:5][C:4]=1[C:14]1[CH:19]=[CH:18][CH:17]=[CH:16][CH:15]=1.[I-].[CH3:21][C:22]1[S:23][C:24]2[CH:31]=[CH:30][CH:29]=[CH:28][C:25]=2[N+:26]=1[CH3:27].C(N(CC)CC)C. Product: [I-:1].[CH3:27][N+:26]1[C:25]2[CH:28]=[CH:29][CH:30]=[CH:31][C:24]=2[S:23][C:22]=1[CH:21]=[C:6]1[N:5]=[C:4]([C:14]2[CH:15]=[CH:16][CH:17]=[CH:18][CH:19]=2)[N:3]([CH3:2])[C:8]2[CH:9]=[CH:10][S:11][C:7]1=2. The catalyst class is: 9.